Dataset: Forward reaction prediction with 1.9M reactions from USPTO patents (1976-2016). Task: Predict the product of the given reaction. (1) Given the reactants [F:1][C:2]1[CH:7]=[C:6]([NH2:8])[CH:5]=[C:4]([F:9])[C:3]=1[NH:10][C:11]1[CH:16]=[CH:15][N:14]=[C:13]2[NH:17][CH:18]=[C:19]([CH3:20])[C:12]=12.[Cl:21][C:22]1[CH:27]=[C:26](Cl)[N:25]=[C:24]([NH2:29])[N:23]=1.Cl.[OH-].[Na+], predict the reaction product. The product is: [Cl:21][C:22]1[N:23]=[C:24]([NH2:29])[N:25]=[C:26]([NH:8][C:6]2[CH:5]=[C:4]([F:9])[C:3]([NH:10][C:11]3[CH:16]=[CH:15][N:14]=[C:13]4[NH:17][CH:18]=[C:19]([CH3:20])[C:12]=34)=[C:2]([F:1])[CH:7]=2)[CH:27]=1. (2) Given the reactants C([O-])(=O)C.[O:5]=[C:6]1[C@H:9]([NH3+:10])[CH2:8][NH:7]1.CCN(C(C)C)C(C)C.[CH2:20]([O:27][C:28](N1C=CC=CC1=O)=[O:29])[CH2:21][CH2:22][CH2:23][CH2:24][CH2:25][CH3:26], predict the reaction product. The product is: [CH2:20]([O:27][C:28](=[O:29])[NH:10][C@@H:9]1[CH2:8][NH:7][C:6]1=[O:5])[CH2:21][CH2:22][CH2:23][CH2:24][CH2:25][CH3:26]. (3) Given the reactants [CH:1]1([C:6]2[CH:7]=[N:8][N:9]([CH2:11][CH2:12][C@@:13]([CH3:21])([S:17]([CH3:20])(=[O:19])=[O:18])[C:14]([OH:16])=O)[CH:10]=2)[CH2:5][CH2:4][CH2:3][CH2:2]1.CN1CCOCC1.[O:29]1[CH2:34][CH2:33][CH2:32][CH2:31][CH:30]1[O:35][NH2:36], predict the reaction product. The product is: [CH:1]1([C:6]2[CH:7]=[N:8][N:9]([CH2:11][CH2:12][C@@:13]([CH3:21])([S:17]([CH3:20])(=[O:19])=[O:18])[C:14]([NH:36][O:35][CH:30]3[CH2:31][CH2:32][CH2:33][CH2:34][O:29]3)=[O:16])[CH:10]=2)[CH2:2][CH2:3][CH2:4][CH2:5]1. (4) Given the reactants [I:1][C:2]1[CH:14]=[CH:13][C:5]2[N:6]=[C:7](S(C)(=O)=O)[S:8][C:4]=2[CH:3]=1.[NH:15]1[CH2:19][CH2:18][C@H:17]([OH:20])[CH2:16]1.C(=O)([O-])[O-].[K+].[K+].O, predict the reaction product. The product is: [I:1][C:2]1[CH:14]=[CH:13][C:5]2[N:6]=[C:7]([N:15]3[CH2:19][CH2:18][C@H:17]([OH:20])[CH2:16]3)[S:8][C:4]=2[CH:3]=1. (5) Given the reactants [CH2:1]([NH:4][C:5]1[CH:10]=[CH:9][C:8]([Cl:11])=[CH:7][C:6]=1[C:12]([C:14]1[CH:19]=[CH:18][CH:17]=[C:16]([O:20][CH3:21])[C:15]=1[O:22][CH3:23])=[O:13])[CH:2]=[CH2:3].C(=O)(O)[O-].[Na+].Cl[C:30]([CH:32]=[CH:33][C:34]([O:36][CH2:37][CH3:38])=[O:35])=[O:31], predict the reaction product. The product is: [CH2:1]([N:4]([C:5]1[CH:10]=[CH:9][C:8]([Cl:11])=[CH:7][C:6]=1[C:12](=[O:13])[C:14]1[CH:19]=[CH:18][CH:17]=[C:16]([O:20][CH3:21])[C:15]=1[O:22][CH3:23])[C:30](=[O:31])/[CH:32]=[CH:33]/[C:34]([O:36][CH2:37][CH3:38])=[O:35])[CH:2]=[CH2:3]. (6) Given the reactants [C:1]([OH:4])(=[O:3])[CH3:2].C([O-])(=O)C.[NH4+:9].[N+:10]([C:13]1[CH:20]=[CH:19][C:16]([CH:17]=O)=[CH:15][CH:14]=1)([O-:12])=[O:11].C(O)(=O)CC(O)=O, predict the reaction product. The product is: [N+:10]([C:13]1[CH:20]=[CH:19][C:16]([C@@H:17]([CH2:2][C:1]([OH:4])=[O:3])[NH2:9])=[CH:15][CH:14]=1)([O-:12])=[O:11]. (7) Given the reactants [C:1]([C:3]1[S:4][C:5]2[C:11]([C:12]#[N:13])=[C:10](/[N:14]=[CH:15]/[N:16](C)C)[CH:9]=[CH:8][C:6]=2[N:7]=1)#[N:2].[Br:19][C:20]1[CH:26]=[CH:25][C:23](N)=[C:22]([F:27])[CH:21]=1.[K+].[Br-], predict the reaction product. The product is: [Br:19][C:20]1[CH:26]=[CH:25][C:23]([NH:13][C:12]2[C:11]3[C:10](=[CH:9][CH:8]=[C:6]4[N:7]=[C:3]([C:1]#[N:2])[S:4][C:5]4=3)[N:14]=[CH:15][N:16]=2)=[C:22]([F:27])[CH:21]=1.